Dataset: Full USPTO retrosynthesis dataset with 1.9M reactions from patents (1976-2016). Task: Predict the reactants needed to synthesize the given product. The reactants are: [C:1]1([CH2:7][CH:8]([NH2:11])[C:9]#[N:10])[CH:6]=[CH:5][CH:4]=[CH:3][CH:2]=1.[H-].C([Al+]CC(C)C)C(C)C.CC(C[AlH]CC(C)C)C.[OH-].[Na+]. Given the product [C:1]1([CH2:7][CH:8]([NH2:11])[CH2:9][NH2:10])[CH:6]=[CH:5][CH:4]=[CH:3][CH:2]=1, predict the reactants needed to synthesize it.